Dataset: Full USPTO retrosynthesis dataset with 1.9M reactions from patents (1976-2016). Task: Predict the reactants needed to synthesize the given product. Given the product [F:1][C:2]1[CH:7]=[C:6]([CH3:8])[CH:5]=[C:4]([I:9])[C:3]=1[NH:10][C:11]([NH:13][CH:14]1[CH2:15][CH2:16][N:17]([C:20]([O:22][C:23]([CH3:26])([CH3:25])[CH3:24])=[O:21])[CH2:18][CH2:19]1)=[O:12], predict the reactants needed to synthesize it. The reactants are: [F:1][C:2]1[CH:7]=[C:6]([CH3:8])[CH:5]=[C:4]([I:9])[C:3]=1[N:10]=[C:11]=[O:12].[NH2:13][CH:14]1[CH2:19][CH2:18][N:17]([C:20]([O:22][C:23]([CH3:26])([CH3:25])[CH3:24])=[O:21])[CH2:16][CH2:15]1.